The task is: Predict the reaction yield, written as a fraction of the theoretical maximum amount of product (1.0 means a 100% yield; for example, 0.34 means a 34% yield).. This data is from Reaction yield outcomes from USPTO patents with 853,638 reactions. (1) The reactants are [NH2:1][C@H:2]1[C:11]2[C:6](=[CH:7][CH:8]=[C:9]([Br:12])[CH:10]=2)[N:5]([C:13](=[O:15])[CH3:14])[C@@H:4]([CH3:16])[CH2:3]1.Cl[C:18]1[N:19]=[CH:20][C:21]([C:24]#[N:25])=[N:22][CH:23]=1.CCN(C(C)C)C(C)C. The catalyst is CN1C(=O)CCC1. The product is [C:13]([N:5]1[C:6]2[C:11](=[CH:10][C:9]([Br:12])=[CH:8][CH:7]=2)[C@H:2]([NH:1][C:18]2[N:19]=[CH:20][C:21]([C:24]#[N:25])=[N:22][CH:23]=2)[CH2:3][C@@H:4]1[CH3:16])(=[O:15])[CH3:14]. The yield is 0.890. (2) The reactants are C[O:2][C:3]1[CH:8]=[CH:7][CH:6]=[CH:5][C:4]=1[C:9]1[S:13][C:12]([S:14]([NH2:17])(=[O:16])=[O:15])=[CH:11][CH:10]=1.B(Br)(Br)Br. The catalyst is C(Cl)Cl. The product is [OH:2][C:3]1[CH:8]=[CH:7][CH:6]=[CH:5][C:4]=1[C:9]1[S:13][C:12]([S:14]([NH2:17])(=[O:16])=[O:15])=[CH:11][CH:10]=1. The yield is 0.760. (3) The reactants are [OH:1][C:2]1[CH:7]=[CH:6][C:5]([C:8]([C:18]2[CH:37]=[CH:36][C:21]([O:22][CH2:23][CH:24]3[CH2:28][CH2:27][CH2:26][N:25]3C(OC(C)(C)C)=O)=[CH:20][CH:19]=2)=[C:9]([C:12]2[CH:17]=[CH:16][CH:15]=[CH:14][CH:13]=2)[CH2:10][CH3:11])=[CH:4][CH:3]=1.C(O)(C(F)(F)F)=O. The catalyst is C(Cl)Cl. The product is [C:12]1([C:9]([CH2:10][CH3:11])=[C:8]([C:5]2[CH:4]=[CH:3][C:2]([OH:1])=[CH:7][CH:6]=2)[C:18]2[CH:37]=[CH:36][C:21]([O:22][CH2:23][C@@H:24]3[CH2:28][CH2:27][CH2:26][NH:25]3)=[CH:20][CH:19]=2)[CH:13]=[CH:14][CH:15]=[CH:16][CH:17]=1. The yield is 0.680. (4) The reactants are [CH2:1]([NH:3][C:4](=[O:11])[NH:5]OCC(O)=O)[CH3:2].[NH2:12][C@@H:13]([C:37]1[CH:42]=[CH:41][CH:40]=[CH:39][CH:38]=1)[C:14]([N:16]([C@@H:28]([CH3:36])[CH:29]([O:33][CH2:34][CH3:35])[O:30][CH2:31][CH3:32])[CH2:17][C:18]1[C:27]2[C:22](=[CH:23][CH:24]=[CH:25][CH:26]=2)[CH:21]=[CH:20][CH:19]=1)=[O:15]. No catalyst specified. The product is [CH2:31]([O:30][CH:29]([O:33][CH2:34][CH3:35])[C@@H:28]([N:16]([CH2:17][C:18]1[C:27]2[C:22](=[CH:23][CH:24]=[CH:25][CH:26]=2)[CH:21]=[CH:20][CH:19]=1)[C:14](=[O:15])[C@@H:13]([NH:12][C:29](=[O:30])[CH2:28][N:16]([CH3:14])[NH:5][C:4]([NH:3][CH2:1][CH3:2])=[O:11])[C:37]1[CH:38]=[CH:39][CH:40]=[CH:41][CH:42]=1)[CH3:36])[CH3:32]. The yield is 0.250. (5) The reactants are I[C:2]1[CH:7]=[CH:6][C:5]([N+:8]([O-:10])=[O:9])=[CH:4][CH:3]=1.[CH:11]([C:13]1[CH:18]=[CH:17][N:16]=[CH:15][CH:14]=1)=[CH2:12]. The catalyst is CC([O-])=O.CC([O-])=O.[Pd+2].CC#N. The product is [N+:8]([C:5]1[CH:6]=[CH:7][C:2]([CH:12]=[CH:11][C:13]2[CH:18]=[CH:17][N:16]=[CH:15][CH:14]=2)=[CH:3][CH:4]=1)([O-:10])=[O:9]. The yield is 0.370.